This data is from Forward reaction prediction with 1.9M reactions from USPTO patents (1976-2016). The task is: Predict the product of the given reaction. (1) Given the reactants [OH:1][C:2]1[CH:9]=[CH:8][C:5]([CH:6]=[O:7])=[CH:4][C:3]=1[O:10][CH3:11].[I-:12].[K+].[O-]Cl.[Na+].S([O-])([O-])(=O)=S.[Na+].[Na+], predict the reaction product. The product is: [OH:1][C:2]1[C:3]([O:10][CH3:11])=[CH:4][C:5]([CH:6]=[O:7])=[CH:8][C:9]=1[I:12]. (2) Given the reactants [N+:1]([C:4]1[CH:5]=[C:6]([P:10](=[O:13])([OH:12])[OH:11])[CH:7]=[CH:8][CH:9]=1)([O-])=O, predict the reaction product. The product is: [NH2:1][C:4]1[CH:5]=[C:6]([P:10](=[O:11])([OH:13])[OH:12])[CH:7]=[CH:8][CH:9]=1. (3) Given the reactants [CH2:1]([O:3][C:4](=[O:12])[CH2:5][C:6](=O)[C:7]([F:10])([F:9])[F:8])[CH3:2].CC1(C)O[C:18](=[O:20])[CH2:17][C:16](=O)O1.C([O-])(=O)C.[NH4+:27].[CH3:28][CH:29]([CH3:33])[CH2:30]C=O, predict the reaction product. The product is: [CH2:28]([CH:16]1[CH2:17][C:18](=[O:20])[NH:27][C:6]([C:7]([F:10])([F:9])[F:8])=[C:5]1[C:4]([O:3][CH2:1][CH3:2])=[O:12])[CH:29]([CH3:33])[CH3:30]. (4) Given the reactants Br.Br[CH2:3][C:4]1[CH:5]=[N:6][CH:7]=[CH:8][CH:9]=1.[SH:10][C:11]1[CH:20]=[CH:19][C:14]([C:15]([O:17][CH3:18])=[O:16])=[CH:13][CH:12]=1, predict the reaction product. The product is: [N:6]1[CH:7]=[CH:8][CH:9]=[C:4]([CH2:3][S:10][C:11]2[CH:12]=[CH:13][C:14]([C:15]([O:17][CH3:18])=[O:16])=[CH:19][CH:20]=2)[CH:5]=1. (5) Given the reactants [CH3:1][C:2]1[C:10]2[C:5](=[CH:6][C:7]([NH:11][C:12]3[N:13]=[C:14]([N:21]4[CH2:26][CH2:25][CH:24]([C:27]#[N:28])[CH2:23][CH2:22]4)[C:15]4[O:20][CH:19]=[CH:18][C:16]=4[N:17]=3)=[CH:8][CH:9]=2)[NH:4][N:3]=1.Cl.[NH2:30][OH:31].C([O-])(O)=O.[Na+], predict the reaction product. The product is: [OH:31][N:30]=[C:27]([CH:24]1[CH2:25][CH2:26][N:21]([C:14]2[C:15]3[O:20][CH:19]=[CH:18][C:16]=3[N:17]=[C:12]([NH:11][C:7]3[CH:6]=[C:5]4[C:10]([C:2]([CH3:1])=[N:3][NH:4]4)=[CH:9][CH:8]=3)[N:13]=2)[CH2:22][CH2:23]1)[NH2:28]. (6) Given the reactants [CH3:1][S:2]([NH2:5])(=[O:4])=[O:3].C(=O)([O-])[O-].[K+].[K+].[Cl:12][C:13]1[C:18]([CH2:19][CH2:20]Cl)=[C:17](Cl)[N:16]=[C:15]([N:23]2[CH2:28][CH2:27][O:26][CH2:25][CH2:24]2)[N:14]=1.O, predict the reaction product. The product is: [Cl:12][C:13]1[C:18]2[CH2:19][CH2:20][N:5]([S:2]([CH3:1])(=[O:4])=[O:3])[C:17]=2[N:16]=[C:15]([N:23]2[CH2:28][CH2:27][O:26][CH2:25][CH2:24]2)[N:14]=1. (7) Given the reactants C[O:2][C:3](=O)[CH2:4][N:5]1[CH2:10][CH2:9][CH:8]([C:11]([F:14])([F:13])[F:12])[CH2:7][CH2:6]1.[H-].[Al+3].[Li+].[H-].[H-].[H-], predict the reaction product. The product is: [F:13][C:11]([F:12])([F:14])[CH:8]1[CH2:9][CH2:10][N:5]([CH2:4][CH2:3][OH:2])[CH2:6][CH2:7]1. (8) Given the reactants Cl[C:2]1[CH:7]=[CH:6][C:5]([CH3:8])=[CH:4][N:3]=1.[CH3:9][C@@H:10]1[CH2:15][NH:14][CH2:13][CH2:12][NH:11]1, predict the reaction product. The product is: [CH3:9][C@H:10]1[NH:11][CH2:12][CH2:13][N:14]([C:2]2[CH:7]=[CH:6][C:5]([CH3:8])=[CH:4][N:3]=2)[CH2:15]1.